This data is from Reaction yield outcomes from USPTO patents with 853,638 reactions. The task is: Predict the reaction yield, written as a fraction of the theoretical maximum amount of product (1.0 means a 100% yield; for example, 0.34 means a 34% yield). (1) The reactants are [H-].[Na+].[C:3]1([OH:9])[CH:8]=[CH:7][CH:6]=[CH:5][CH:4]=1.[Br:10][C:11]1[CH:12]=[N:13][CH:14]=[C:15](Br)[CH:16]=1.[OH-].[Na+]. The catalyst is CN(C=O)C.O. The product is [Br:10][C:11]1[CH:12]=[N:13][CH:14]=[C:15]([O:9][C:3]2[CH:8]=[CH:7][CH:6]=[CH:5][CH:4]=2)[CH:16]=1. The yield is 0.680. (2) The reactants are [CH:1]1([C:4]2[CH:9]=[CH:8][C:7]([CH2:10][C:11]([O:13]C)=[O:12])=[CH:6][CH:5]=2)[CH2:3][CH2:2]1.O.[OH-].[Li+].Cl. The catalyst is C1COCC1.CO.O. The product is [CH:1]1([C:4]2[CH:9]=[CH:8][C:7]([CH2:10][C:11]([OH:13])=[O:12])=[CH:6][CH:5]=2)[CH2:2][CH2:3]1. The yield is 0.980. (3) The reactants are N[C:2]1[CH:7]=[CH:6][CH:5]=[CH:4][C:3]=1[S:8]([NH:11][C:12]1[CH:13]=[CH:14][CH:15]=[C:16]2[C:21]=1[N:20]=[C:19]([Cl:22])[CH:18]=[CH:17]2)(=[O:10])=[O:9].N(OC(C)(C)C)=O.CC(O)=O. The catalyst is C1COCC1. The product is [Cl:22][C:19]1[CH:18]=[CH:17][C:16]2[C:21]([N:20]=1)=[C:12]1[C:13]([C:4]3[C:3]([S:8](=[O:10])(=[O:9])[NH:11]1)=[CH:2][CH:7]=[CH:6][CH:5]=3)=[CH:14][CH:15]=2. The yield is 0.160. (4) The reactants are [NH2:1][CH:2]([C:6]1[CH:11]=[CH:10][C:9](OC)=[C:8]([O:14][CH2:15]C)[CH:7]=1)[CH2:3][C:4]#[N:5].CCN([CH2:22][CH3:23])CC.CO[C:26](=[O:42])[C:27]1[C:32]([NH:33][C:34]([CH:36]2[CH2:38][CH2:37]2)=[O:35])=[CH:31][CH:30]=[C:29]([Cl:39])[C:28]=1[CH2:40]Br.CN(C=[O:47])C. No catalyst specified. The product is [Cl:39][C:29]1[CH:30]=[CH:31][C:32]([NH:33][C:34]([CH:36]2[CH2:37][CH2:38]2)=[O:35])=[C:27]2[C:28]=1[CH2:40][N:1]([CH:2]([C:6]1[CH:11]=[CH:10][CH:9]=[C:8]([O:14][CH2:15][O:47][CH2:22][CH3:23])[CH:7]=1)[CH2:3][C:4]#[N:5])[C:26]2=[O:42]. The yield is 0.800. (5) The reactants are [Br:1][C:2]1[CH:3]=[C:4]2[C:9](=[CH:10][CH:11]=1)[C:8](=[O:12])[C:7](=[O:13])[CH:6]=[CH:5]2.[N+:14]([O-])([OH:16])=[O:15]. No catalyst specified. The product is [Br:1][C:2]1[CH:3]=[C:4]2[C:9](=[CH:10][CH:11]=1)[C:8](=[O:12])[C:7](=[O:13])[C:6]([N+:14]([O-:16])=[O:15])=[CH:5]2. The yield is 0.940.